From a dataset of Full USPTO retrosynthesis dataset with 1.9M reactions from patents (1976-2016). Predict the reactants needed to synthesize the given product. (1) The reactants are: [Cl:1][C:2]1[CH:7]=[CH:6][C:5]([CH:8]([NH:21]S(C(C)(C)C)=O)[CH2:9][CH2:10][C:11]2[CH:16]=[CH:15][C:14]([C:17]([F:20])([F:19])[F:18])=[CH:13][CH:12]=2)=[CH:4][CH:3]=1.Cl. Given the product [ClH:1].[Cl:1][C:2]1[CH:7]=[CH:6][C:5]([CH:8]([NH2:21])[CH2:9][CH2:10][C:11]2[CH:16]=[CH:15][C:14]([C:17]([F:19])([F:20])[F:18])=[CH:13][CH:12]=2)=[CH:4][CH:3]=1, predict the reactants needed to synthesize it. (2) Given the product [CH:18]([O:17][CH:11]([CH2:10][C:7]1[CH:6]=[CH:5][C:4]([CH2:3][CH2:2][O:1][C:30](=[O:31])[NH:29][C:26]2[CH:25]=[CH:24][C:23]([O:22][CH3:21])=[CH:28][CH:27]=2)=[CH:9][CH:8]=1)[C:12]([OH:14])=[O:13])([CH3:19])[CH3:20], predict the reactants needed to synthesize it. The reactants are: [OH:1][CH2:2][CH2:3][C:4]1[CH:9]=[CH:8][C:7]([CH2:10][CH:11]([O:17][CH:18]([CH3:20])[CH3:19])[C:12]([O:14]CC)=[O:13])=[CH:6][CH:5]=1.[CH3:21][O:22][C:23]1[CH:28]=[CH:27][C:26]([N:29]=[C:30]=[O:31])=[CH:25][CH:24]=1. (3) Given the product [N:19]1[CH:20]=[CH:21][CH:22]=[CH:23][C:18]=1[C:16]([NH:15][C:7]12[CH2:13][CH:11]3[CH2:10][CH:9]([CH2:14][C:5]([C:3]([OH:4])=[O:2])([CH2:12]3)[CH2:6]1)[CH2:8]2)=[O:17], predict the reactants needed to synthesize it. The reactants are: C[O:2][C:3]([C:5]12[CH2:14][CH:9]3[CH2:10][CH:11]([CH2:13][C:7]([NH:15][C:16]([C:18]4[CH:23]=[CH:22][CH:21]=[CH:20][N:19]=4)=[O:17])([CH2:8]3)[CH2:6]1)[CH2:12]2)=[O:4].O1CCCC1.O.[OH-].[Li+]. (4) Given the product [F:22][C:19]([F:20])([F:21])[C:17]1[CH:16]=[C:5]([CH:4]=[C:3]([C:2]([F:24])([F:23])[F:1])[CH:18]=1)[C:6]([N:8]1[CH2:12][CH2:11][CH2:10][CH:9]1[C:13]([NH:30][C:29]1[CH:31]=[CH:32][C:26]([Cl:25])=[CH:27][CH:28]=1)=[O:15])=[O:7], predict the reactants needed to synthesize it. The reactants are: [F:1][C:2]([F:24])([F:23])[C:3]1[CH:4]=[C:5]([CH:16]=[C:17]([C:19]([F:22])([F:21])[F:20])[CH:18]=1)[C:6]([N:8]1[CH2:12][CH2:11][CH2:10][CH:9]1[C:13]([OH:15])=O)=[O:7].[Cl:25][C:26]1[CH:32]=[CH:31][C:29]([NH2:30])=[CH:28][CH:27]=1. (5) Given the product [CH3:49][O:48][C:44]1[CH:45]=[CH:46][CH:47]=[C:39]([O:38][CH3:37])[C:40]=1[C:41](=[O:42])[C:29]1[CH:28]=[CH:27][C:24]([O:25][CH3:26])=[C:23]([O:31][CH3:32])[CH:30]=1, predict the reactants needed to synthesize it. The reactants are: COC1C=C(C=CC=1OC)C(C1C=CC(OC)=C(OC)C=1)=O.[C:23]1([O:31][CH3:32])[C:24](=[CH:27][CH:28]=[CH:29][CH:30]=1)[O:25][CH3:26].[Cl-].[Al+3].[Cl-].[Cl-].[CH3:37][O:38][C:39]1[CH:47]=[CH:46][CH:45]=[C:44]([O:48][CH3:49])[C:40]=1[C:41](Cl)=[O:42]. (6) Given the product [F:46][C:13]1[CH:14]=[C:15]2[C:20](=[C:21]([O:22][CH3:23])[C:12]=1[N:8]1[CH2:9][CH2:10][CH2:11][C@H:6]([CH2:5][C:4]([OH:47])=[O:3])[CH2:7]1)[N:19]([CH2:24][C:25]([F:28])([F:26])[F:27])[CH:18]=[C:17]([C:29]([NH:31][CH2:32][C:33]1[CH:38]=[CH:37][C:36]([O:39][C:40]([F:41])([F:42])[F:43])=[CH:35][C:34]=1[CH3:44])=[O:30])[C:16]2=[O:45], predict the reactants needed to synthesize it. The reactants are: C([O:3][C:4](=[O:47])[CH2:5][C@H:6]1[CH2:11][CH2:10][CH2:9][N:8]([C:12]2[C:21]([O:22][CH3:23])=[C:20]3[C:15]([C:16](=[O:45])[C:17]([C:29]([NH:31][CH2:32][C:33]4[CH:38]=[CH:37][C:36]([O:39][C:40]([F:43])([F:42])[F:41])=[CH:35][C:34]=4[CH3:44])=[O:30])=[CH:18][N:19]3[CH2:24][C:25]([F:28])([F:27])[F:26])=[CH:14][C:13]=2[F:46])[CH2:7]1)C.O1CCOCC1.[Li+].[OH-].Cl.